From a dataset of Reaction yield outcomes from USPTO patents with 853,638 reactions. Predict the reaction yield, written as a fraction of the theoretical maximum amount of product (1.0 means a 100% yield; for example, 0.34 means a 34% yield). The reactants are C1(C)C=CC=CC=1.[Cl:8][C:9]1[CH:10]=[C:11]([CH:27]=[CH:28][C:29]=1[F:30])[C:12]([C@@H:14]1[CH2:19][CH2:18][CH2:17][N:16]([C:20]([O:22][C:23]([CH3:26])([CH3:25])[CH3:24])=[O:21])[CH2:15]1)=[O:13].CO. The catalyst is C1COCC1.CCOC(C)=O. The product is [Cl:8][C:9]1[CH:10]=[C:11]([C@H:12]([OH:13])[C@@H:14]2[CH2:19][CH2:18][CH2:17][N:16]([C:20]([O:22][C:23]([CH3:25])([CH3:24])[CH3:26])=[O:21])[CH2:15]2)[CH:27]=[CH:28][C:29]=1[F:30]. The yield is 0.320.